This data is from CYP2D6 inhibition data for predicting drug metabolism from PubChem BioAssay. The task is: Regression/Classification. Given a drug SMILES string, predict its absorption, distribution, metabolism, or excretion properties. Task type varies by dataset: regression for continuous measurements (e.g., permeability, clearance, half-life) or binary classification for categorical outcomes (e.g., BBB penetration, CYP inhibition). Dataset: cyp2d6_veith. (1) The drug is CNc1ncnc2c1ncn2[C@@H]1O[C@@H](CO)[C@H](O)[C@@H]1O. The result is 0 (non-inhibitor). (2) The molecule is O=C(CSc1nc2c(c(=O)n1-c1ccc(F)cc1)SCC2)N1CCCC1. The result is 0 (non-inhibitor).